This data is from NCI-60 drug combinations with 297,098 pairs across 59 cell lines. The task is: Regression. Given two drug SMILES strings and cell line genomic features, predict the synergy score measuring deviation from expected non-interaction effect. (1) Drug 1: COC1=C2C(=CC3=C1OC=C3)C=CC(=O)O2. Drug 2: CC(C)CN1C=NC2=C1C3=CC=CC=C3N=C2N. Cell line: SW-620. Synergy scores: CSS=-1.39, Synergy_ZIP=6.62, Synergy_Bliss=-0.542, Synergy_Loewe=-0.978, Synergy_HSA=-3.11. (2) Drug 1: CC1=C2C(C(=O)C3(C(CC4C(C3C(C(C2(C)C)(CC1OC(=O)C(C(C5=CC=CC=C5)NC(=O)C6=CC=CC=C6)O)O)OC(=O)C7=CC=CC=C7)(CO4)OC(=O)C)O)C)OC(=O)C. Drug 2: CC=C1C(=O)NC(C(=O)OC2CC(=O)NC(C(=O)NC(CSSCCC=C2)C(=O)N1)C(C)C)C(C)C. Cell line: BT-549. Synergy scores: CSS=28.1, Synergy_ZIP=-3.12, Synergy_Bliss=-1.72, Synergy_Loewe=-11.2, Synergy_HSA=-0.340. (3) Drug 1: CC1C(C(CC(O1)OC2CC(CC3=C2C(=C4C(=C3O)C(=O)C5=C(C4=O)C(=CC=C5)OC)O)(C(=O)C)O)N)O.Cl. Drug 2: C1=CC(=CC=C1CC(C(=O)O)N)N(CCCl)CCCl.Cl. Cell line: NCI/ADR-RES. Synergy scores: CSS=9.17, Synergy_ZIP=0.422, Synergy_Bliss=0.966, Synergy_Loewe=-2.19, Synergy_HSA=-1.44. (4) Synergy scores: CSS=11.9, Synergy_ZIP=-9.30, Synergy_Bliss=-12.7, Synergy_Loewe=-18.0, Synergy_HSA=-11.7. Cell line: SF-539. Drug 1: CC1=C(C=C(C=C1)NC(=O)C2=CC=C(C=C2)CN3CCN(CC3)C)NC4=NC=CC(=N4)C5=CN=CC=C5. Drug 2: C1=NC(=NC(=O)N1C2C(C(C(O2)CO)O)O)N. (5) Drug 1: CC1=C2C(C(=O)C3(C(CC4C(C3C(C(C2(C)C)(CC1OC(=O)C(C(C5=CC=CC=C5)NC(=O)C6=CC=CC=C6)O)O)OC(=O)C7=CC=CC=C7)(CO4)OC(=O)C)O)C)OC(=O)C. Drug 2: CC1CCC2CC(C(=CC=CC=CC(CC(C(=O)C(C(C(=CC(C(=O)CC(OC(=O)C3CCCCN3C(=O)C(=O)C1(O2)O)C(C)CC4CCC(C(C4)OC)OCCO)C)C)O)OC)C)C)C)OC. Cell line: MCF7. Synergy scores: CSS=18.2, Synergy_ZIP=-0.246, Synergy_Bliss=-0.122, Synergy_Loewe=-0.0784, Synergy_HSA=0.723.